Predict the product of the given reaction. From a dataset of Forward reaction prediction with 1.9M reactions from USPTO patents (1976-2016). (1) The product is: [F:36][C:2]([F:1])([F:35])[C:3]1[CH:4]=[C:5]([C@H:13]([N:15]([CH3:34])[C:16]([N:18]2[CH2:23][CH2:22][C@@H:21]3[CH2:24][N:25]([C:45]([CH:40]4[CH2:41][CH2:42][C:43](=[O:44])[N:38]([CH3:37])[CH2:39]4)=[O:46])[CH2:26][C@H:20]3[C@@H:19]2[C:27]2[CH:32]=[CH:31][CH:30]=[CH:29][C:28]=2[CH3:33])=[O:17])[CH3:14])[CH:6]=[C:7]([C:9]([F:11])([F:10])[F:12])[CH:8]=1. Given the reactants [F:1][C:2]([F:36])([F:35])[C:3]1[CH:4]=[C:5]([C@H:13]([N:15]([CH3:34])[C:16]([N:18]2[CH2:23][CH2:22][C@@H:21]3[CH2:24][NH:25][CH2:26][C@H:20]3[C@@H:19]2[C:27]2[CH:32]=[CH:31][CH:30]=[CH:29][C:28]=2[CH3:33])=[O:17])[CH3:14])[CH:6]=[C:7]([C:9]([F:12])([F:11])[F:10])[CH:8]=1.[CH3:37][N:38]1[C:43](=[O:44])[CH2:42][CH2:41][CH:40]([C:45](O)=[O:46])[CH2:39]1, predict the reaction product. (2) Given the reactants [CH2:1]([O:3][C:4](=[S:17])[NH:5][CH2:6][CH2:7][O:8][C:9]1[CH:14]=[CH:13][CH:12]=[CH:11][C:10]=1[O:15][CH3:16])[CH3:2].C[C:19](C)([O-:21])C.[Li+], predict the reaction product. The product is: [CH3:16][O:15][C:10]1[CH:11]=[CH:12][CH:13]=[CH:14][C:9]=1[O:8][CH2:7][CH2:6][N:5]1[CH2:2][C@@H:1]([CH2:19][OH:21])[O:3][C:4]1=[S:17].